Dataset: Full USPTO retrosynthesis dataset with 1.9M reactions from patents (1976-2016). Task: Predict the reactants needed to synthesize the given product. Given the product [F:44][C:16]([F:43])([F:15])[C:17]([N:19]1[CH:24]2[CH2:25][CH2:26][CH:20]1[CH2:21][C:22](=[C:27]1[C:40]3[CH:39]=[CH:38][C:37]([C:41]([NH2:8])=[NH:42])=[CH:36][C:35]=3[O:34][C:33]3[C:28]1=[CH:29][CH:30]=[CH:31][CH:32]=3)[CH2:23]2)=[O:18], predict the reactants needed to synthesize it. The reactants are: [Li]CCCC.C[Si](C)(C)[NH:8][Si](C)(C)C.[F:15][C:16]([F:44])([F:43])[C:17]([N:19]1[CH:24]2[CH2:25][CH2:26][CH:20]1[CH2:21][C:22](=[C:27]1[C:40]3[CH:39]=[CH:38][C:37]([C:41]#[N:42])=[CH:36][C:35]=3[O:34][C:33]3[C:28]1=[CH:29][CH:30]=[CH:31][CH:32]=3)[CH2:23]2)=[O:18].